This data is from Forward reaction prediction with 1.9M reactions from USPTO patents (1976-2016). The task is: Predict the product of the given reaction. Given the reactants [CH3:1][O:2][C:3]1[CH:4]=[C:5](B(O)O)[CH:6]=[CH:7][CH:8]=1.[CH:12](=[O:17])/[CH:13]=[CH:14]/[CH2:15][CH3:16].CN1CCOCC1, predict the reaction product. The product is: [CH3:1][O:2][C:3]1[CH:4]=[C:5]([C@H:14]([CH2:15][CH3:16])[CH2:13][CH:12]=[O:17])[CH:6]=[CH:7][CH:8]=1.